Predict the product of the given reaction. From a dataset of Forward reaction prediction with 1.9M reactions from USPTO patents (1976-2016). Given the reactants C(OC(CN1[CH:13]=[CH:12][CH:11]=[C:10]1[C:14]1[CH:19]=[CH:18][CH:17]=[CH:16][CH:15]=1)=O)(C)(C)C.C1[C:25](=[O:26])N(Br)C(=O)C1.C1([C:38]([OH:40])=O)C2C(=CC=CC=2)C=CC=1.[Br:41]Br.C(Cl)(=O)C, predict the reaction product. The product is: [Br:41][C:10]1[CH:11]=[CH:12][CH:13]=[C:15]2[C:14]=1[CH:19]=[CH:18][CH:17]=[C:16]2[C:38]([O:26][CH3:25])=[O:40].